Task: Predict the reactants needed to synthesize the given product.. Dataset: Full USPTO retrosynthesis dataset with 1.9M reactions from patents (1976-2016) Given the product [CH:1]1[CH:2]=[CH:3][C:4]2[NH:11][C:9](=[O:10])[CH:8]=[C:7]([CH2:12][CH:13]([NH:17][C:18]([C:20]3[CH:25]=[CH:24][C:23]([Cl:26])=[CH:22][CH:21]=3)=[O:19])[C:14]([OH:16])=[O:15])[C:5]=2[CH:6]=1.[C:27]([NH2:35])(=[O:34])[C:28]1[CH:33]=[CH:32][CH:31]=[N:30][CH:29]=1, predict the reactants needed to synthesize it. The reactants are: [CH:1]1[CH:2]=[CH:3][C:4]2[NH:11][C:9](=[O:10])[CH:8]=[C:7]([CH2:12][CH:13]([NH:17][C:18]([C:20]3[CH:21]=[CH:22][C:23]([Cl:26])=[CH:24][CH:25]=3)=[O:19])[C:14]([OH:16])=[O:15])[C:5]=2[CH:6]=1.[C:27]([NH2:35])(=[O:34])[C:28]1[CH:33]=[CH:32][CH:31]=[N:30][CH:29]=1.